This data is from Reaction yield outcomes from USPTO patents with 853,638 reactions. The task is: Predict the reaction yield, written as a fraction of the theoretical maximum amount of product (1.0 means a 100% yield; for example, 0.34 means a 34% yield). (1) The reactants are [Cl:1][C:2]1[CH:7]=[CH:6][C:5]([C:8]2[N:12]([CH:13]([CH:16]3[CH2:21][CH2:20][CH2:19][CH2:18][CH2:17]3)[CH2:14]O)[C:11]3[CH:22]=[C:23]([F:27])[C:24]([F:26])=[CH:25][C:10]=3[N:9]=2)=[CH:4][CH:3]=1.C1(P(C2C=CC=CC=2)C2C=CC=CC=2)C=CC=CC=1.C(Br)(Br)(Br)[Br:48]. The catalyst is ClCCl. The product is [Br:48][CH2:14][CH:13]([N:12]1[C:11]2[CH:22]=[C:23]([F:27])[C:24]([F:26])=[CH:25][C:10]=2[N:9]=[C:8]1[C:5]1[CH:6]=[CH:7][C:2]([Cl:1])=[CH:3][CH:4]=1)[CH:16]1[CH2:21][CH2:20][CH2:19][CH2:18][CH2:17]1. The yield is 0.0900. (2) The product is [N:5]1[CH:6]=[CH:7][C:2]([NH:1][C:9](=[O:10])[O:11][C:12]2[CH:17]=[CH:16][CH:15]=[CH:14][CH:13]=2)=[CH:3][CH:4]=1. The yield is 5.34. No catalyst specified. The reactants are [NH2:1][C:2]1[CH:7]=[CH:6][N:5]=[CH:4][CH:3]=1.Cl[C:9]([O:11][C:12]1[CH:17]=[CH:16][CH:15]=[CH:14][CH:13]=1)=[O:10]. (3) The reactants are O1CCCC1.CS(C)=O.[O:10]1[CH:14]=[CH:13][CH:12]=[C:11]1[CH2:15][CH2:16][C:17]1[CH:22]=[CH:21][C:20](/[CH:23]=[CH:24]/[N+:25]([O-:27])=[O:26])=[CH:19][CH:18]=1.C(O)(=O)C.[BH4-].[Na+]. The catalyst is O. The product is [O:10]1[CH:14]=[CH:13][CH:12]=[C:11]1[CH2:15][CH2:16][C:17]1[CH:22]=[CH:21][C:20]([CH2:23][CH2:24][N+:25]([O-:27])=[O:26])=[CH:19][CH:18]=1. The yield is 0.530. (4) The reactants are CC1(C)C2C=CC=C(P(C3C=CC=CC=3)C3C=CC=CC=3)C=2OC2C1=CC=CC=2P(C1C=CC=CC=1)C1C=CC=CC=1.Br[C:44]1[CH:49]=[CH:48][C:47]([C:50]2[O:54][CH:53]=[N:52][C:51]=2[C:55]([O:57][CH2:58][CH3:59])=[O:56])=[CH:46][CH:45]=1.[N:60]1([C:66]([O:68][C:69]([CH3:72])([CH3:71])[CH3:70])=[O:67])[CH2:65][CH2:64][NH:63][CH2:62][CH2:61]1.C(=O)([O-])[O-].[Cs+].[Cs+]. The catalyst is O1CCOCC1.C(O)(C)(C)C.C1C=CC(/C=C/C(/C=C/C2C=CC=CC=2)=O)=CC=1.C1C=CC(/C=C/C(/C=C/C2C=CC=CC=2)=O)=CC=1.C1C=CC(/C=C/C(/C=C/C2C=CC=CC=2)=O)=CC=1.[Pd].[Pd]. The product is [CH2:58]([O:57][C:55]([C:51]1[N:52]=[CH:53][O:54][C:50]=1[C:47]1[CH:48]=[CH:49][C:44]([N:63]2[CH2:62][CH2:61][N:60]([C:66]([O:68][C:69]([CH3:72])([CH3:71])[CH3:70])=[O:67])[CH2:65][CH2:64]2)=[CH:45][CH:46]=1)=[O:56])[CH3:59]. The yield is 0.500. (5) The reactants are [Br:1][C:2]1[CH:3]=[CH:4][C:5]([O:10][CH3:11])=[C:6]([CH:9]=1)C=O.ClC1C=C(C=CC=1)C(OO)=[O:17]. The catalyst is C(Cl)Cl. The product is [Br:1][C:2]1[CH:3]=[CH:4][C:5]([O:10][CH3:11])=[C:6]([OH:17])[CH:9]=1. The yield is 0.900. (6) The reactants are C([O:3][C@@H:4]1[CH2:9][CH2:8][CH2:7][N:6]([C:10]2[N:11]=[C:12]3[CH:29]=[C:28](/[CH:30]=[CH:31]/[C:32]4[S:33][CH:34]=[C:35]([CH:37]([CH3:39])[CH3:38])[N:36]=4)[CH:27]=[CH:26][N:13]3[C:14](=[O:25])[C:15]=2/[CH:16]=[CH:17]/[C:18]([O:20][C:21]([CH3:24])([CH3:23])[CH3:22])=[O:19])[CH2:5]1)=O.OC1CCCN(C2N=C3C=C(/C=C/C4SC=C(C(C)C)N=4)C=CN3C(=O)C=2/C=C/C(OC(C)(C)C)=O)C1. No catalyst specified. The product is [OH:3][C@@H:4]1[CH2:9][CH2:8][CH2:7][N:6]([C:10]2[N:11]=[C:12]3[CH:29]=[C:28](/[CH:30]=[CH:31]/[C:32]4[S:33][CH:34]=[C:35]([CH:37]([CH3:39])[CH3:38])[N:36]=4)[CH:27]=[CH:26][N:13]3[C:14](=[O:25])[C:15]=2/[CH:16]=[CH:17]/[C:18]([O:20][C:21]([CH3:22])([CH3:23])[CH3:24])=[O:19])[CH2:5]1. The yield is 0.810. (7) The reactants are [O:1]=[C:2]1[NH:7][C:6]2[CH:8]=[C:9]([CH2:12][N:13]3[CH2:18][CH2:17][N:16]([C:19]4[CH:27]=[CH:26][C:22]([C:23](O)=[O:24])=[CH:21][CH:20]=4)[CH2:15][CH2:14]3)[CH:10]=[N:11][C:5]=2[N:4]2[CH2:28][CH2:29][CH2:30][C@@H:3]12.[CH3:31][NH:32][CH2:33][CH3:34].CN(C(ON1N=NC2C=CC=NC1=2)=[N+](C)C)C.F[P-](F)(F)(F)(F)F.CN1CCOCC1. The catalyst is CN(C=O)C. The product is [CH2:33]([N:32]([CH3:31])[C:23](=[O:24])[C:22]1[CH:21]=[CH:20][C:19]([N:16]2[CH2:15][CH2:14][N:13]([CH2:12][C:9]3[CH:10]=[N:11][C:5]4[N:4]5[CH2:28][CH2:29][CH2:30][C@H:3]5[C:2](=[O:1])[NH:7][C:6]=4[CH:8]=3)[CH2:18][CH2:17]2)=[CH:27][CH:26]=1)[CH3:34]. The yield is 0.170. (8) The catalyst is O1CCOCC1. The reactants are [NH2:1][C:2]1[CH:7]=[CH:6][CH:5]=[C:4]([C:8]([CH:10]2[CH2:15][CH2:14][N:13]([CH3:16])[CH2:12][CH2:11]2)=[O:9])[N:3]=1.[F:17][C:18]([F:30])([F:29])[C:19]1[CH:27]=[C:26]([F:28])[CH:25]=[CH:24][C:20]=1[C:21]([Cl:23])=[O:22]. The product is [ClH:23].[F:29][C:18]([F:17])([F:30])[C:19]1[CH:27]=[C:26]([F:28])[CH:25]=[CH:24][C:20]=1[C:21]([NH:1][C:2]1[CH:7]=[CH:6][CH:5]=[C:4]([C:8]([CH:10]2[CH2:15][CH2:14][N:13]([CH3:16])[CH2:12][CH2:11]2)=[O:9])[N:3]=1)=[O:22]. The yield is 0.680. (9) The reactants are [Br:1][C:2]1[CH:11]=[C:10]2[C:5]([C:6](=[O:12])[CH2:7][CH2:8][O:9]2)=[CH:4][CH:3]=1.CS(O)(=O)=O.[N-:18]=[N+]=[N-].[Na+].[OH-].[Na+]. The catalyst is C(Cl)Cl.O. The product is [Br:1][C:2]1[CH:3]=[CH:4][C:5]2[C:6](=[O:12])[NH:18][CH2:7][CH2:8][O:9][C:10]=2[CH:11]=1. The yield is 1.00.